This data is from Catalyst prediction with 721,799 reactions and 888 catalyst types from USPTO. The task is: Predict which catalyst facilitates the given reaction. (1) Reactant: [CH:1]1([CH2:6][C@H:7]([CH2:11][N:12]([CH:21]=[O:22])[O:13][CH2:14][C:15]2[CH:20]=[CH:19][CH:18]=[CH:17][CH:16]=2)[C:8](F)=[O:9])[CH2:5][CH2:4][CH2:3][CH2:2]1.[C:23]1([CH2:29][O:30][C:31]([N:33]2[CH2:37][CH2:36][CH:35]([C:38]([OH:40])=[O:39])[NH:34]2)=[O:32])[CH:28]=[CH:27][CH:26]=[CH:25][CH:24]=1.CCN(C(C)C)C(C)C. Product: [CH:1]1([CH2:6][C@H:7]([CH2:11][N:12]([CH:21]=[O:22])[O:13][CH2:14][C:15]2[CH:20]=[CH:19][CH:18]=[CH:17][CH:16]=2)[C:8]([N:34]2[CH:35]([C:38]([OH:40])=[O:39])[CH2:36][CH2:37][N:33]2[C:31]([O:30][CH2:29][C:23]2[CH:28]=[CH:27][CH:26]=[CH:25][CH:24]=2)=[O:32])=[O:9])[CH2:5][CH2:4][CH2:3][CH2:2]1. The catalyst class is: 3. (2) Reactant: [C:1]([CH2:8][N:9]1[CH2:20][CH2:19][N:18]2[CH2:21][CH:22]([CH2:24][C:25]3[CH:30]=[CH:29][C:28]([N+:31]([O-])=O)=[CH:27][CH:26]=3)[CH2:23][N:12]([CH2:13][CH2:14][N:15]([CH2:34][C:35]([O:37][C:38]([CH3:41])([CH3:40])[CH3:39])=[O:36])[CH2:16][CH2:17]2)[CH2:11][CH2:10]1)([O:3][C:4]([CH3:7])([CH3:6])[CH3:5])=[O:2]. Product: [C:35]([CH2:34][N:15]1[CH2:14][CH2:13][N:12]2[CH2:23][CH:22]([CH2:24][C:25]3[CH:30]=[CH:29][C:28]([NH2:31])=[CH:27][CH:26]=3)[CH2:21][N:18]([CH2:19][CH2:20][N:9]([CH2:8][C:1]([O:3][C:4]([CH3:7])([CH3:6])[CH3:5])=[O:2])[CH2:10][CH2:11]2)[CH2:17][CH2:16]1)([O:37][C:38]([CH3:40])([CH3:39])[CH3:41])=[O:36]. The catalyst class is: 29. (3) Reactant: [C:1]([O:5][C:6]([N:8]1[CH2:12][C@@H:11]([NH:13][C:14]([O:16][CH2:17][CH2:18][Si:19]([CH3:22])([CH3:21])[CH3:20])=[O:15])[C@H:10]([CH:23]=O)[CH2:9]1)=[O:7])([CH3:4])([CH3:3])[CH3:2].[CH:25]([NH2:28])([CH3:27])[CH3:26]. Product: [C:1]([O:5][C:6]([N:8]1[CH2:12][C@@H:11]([NH:13][C:14]([O:16][CH2:17][CH2:18][Si:19]([CH3:22])([CH3:21])[CH3:20])=[O:15])[C@H:10]([CH2:23][NH:28][CH:25]([CH3:27])[CH3:26])[CH2:9]1)=[O:7])([CH3:2])([CH3:3])[CH3:4]. The catalyst class is: 279. (4) Reactant: [NH2:1][C:2]1[CH:6]=[CH:5][S:4][C:3]=1[C:7]([O:9][CH3:10])=[O:8].[Cl:11][C:12]1[CH:17]=[CH:16][C:15]([S:18](Cl)(=[O:20])=[O:19])=[C:14]([F:22])[CH:13]=1.N1C=CC=CC=1. Product: [Cl:11][C:12]1[CH:17]=[CH:16][C:15]([S:18]([NH:1][C:2]2[CH:6]=[CH:5][S:4][C:3]=2[C:7]([O:9][CH3:10])=[O:8])(=[O:19])=[O:20])=[C:14]([F:22])[CH:13]=1. The catalyst class is: 4. (5) Reactant: [CH:1]1([N:6]2[C:14]3[CH:13]=[C:12]([C:15]([CH3:17])=[CH2:16])[CH:11]=[C:10]([C:18]([NH:20][CH2:21][C:22]4[C:23](=[O:30])[NH:24][C:25]([CH3:29])=[CH:26][C:27]=4[CH3:28])=[O:19])[C:9]=3[CH:8]=[N:7]2)[CH2:5][CH2:4][CH2:3][CH2:2]1. Product: [CH:1]1([N:6]2[C:14]3[CH:13]=[C:12]([CH:15]([CH3:16])[CH3:17])[CH:11]=[C:10]([C:18]([NH:20][CH2:21][C:22]4[C:23](=[O:30])[NH:24][C:25]([CH3:29])=[CH:26][C:27]=4[CH3:28])=[O:19])[C:9]=3[CH:8]=[N:7]2)[CH2:2][CH2:3][CH2:4][CH2:5]1. The catalyst class is: 45.